This data is from Reaction yield outcomes from USPTO patents with 853,638 reactions. The task is: Predict the reaction yield, written as a fraction of the theoretical maximum amount of product (1.0 means a 100% yield; for example, 0.34 means a 34% yield). (1) The product is [OH:13][C:14]([CH3:49])([CH3:50])[CH2:15][O:16][C@@H:17]1[CH2:18][C@H:19]([N:21]2[C:26](=[O:27])[C:25]([CH2:28][C:29]3[CH:34]=[CH:33][C:32]([C:35]4[CH:40]=[CH:39][CH:38]=[CH:37][C:36]=4[C:41]4[NH:3][C:4](=[O:7])[O:5][N:42]=4)=[CH:31][CH:30]=3)=[C:24]([CH2:43][CH2:44][CH3:45])[N:23]3[N:46]=[CH:47][N:48]=[C:22]23)[CH2:20]1. The catalyst is C(OCC)(=O)C. The yield is 0.400. The reactants are [Cl-].O[NH3+:3].[C:4](=[O:7])([O-])[OH:5].[Na+].CS(C)=O.[OH:13][C:14]([CH3:50])([CH3:49])[CH2:15][O:16][C@@H:17]1[CH2:20][C@H:19]([N:21]2[C:26](=[O:27])[C:25]([CH2:28][C:29]3[CH:34]=[CH:33][C:32]([C:35]4[C:36]([C:41]#[N:42])=[CH:37][CH:38]=[CH:39][CH:40]=4)=[CH:31][CH:30]=3)=[C:24]([CH2:43][CH2:44][CH3:45])[N:23]3[N:46]=[CH:47][N:48]=[C:22]23)[CH2:18]1. (2) The reactants are [CH2:1]([OH:4])[CH2:2][OH:3].[H-].[Na+].[Cl:7][C:8]1[N:9]=[N:10][C:11]([Cl:15])=[CH:12][C:13]=1Cl.BrC1C(Cl)=C(Cl)N=NC=1. The yield is 0.830. The product is [Cl:7][C:8]1[N:9]=[N:10][C:11]([Cl:15])=[CH:12][C:13]=1[O:3][CH2:2][CH2:1][OH:4]. The catalyst is O1CCCC1. (3) The reactants are Br[C:2]1[CH:11]=[C:10]2[C:5]([CH:6]=[CH:7][C:8]([C:12]3[N:16]4[CH:17]=[C:18]([CH:21]([N:26]5[CH2:30][CH2:29][C@H:28]([NH:31][C:32](=[O:38])[O:33][C:34]([CH3:37])([CH3:36])[CH3:35])[CH2:27]5)[C:22]([F:25])([F:24])[F:23])[CH:19]=[CH:20][C:15]4=[N:14][N:13]=3)=[N:9]2)=[CH:4][CH:3]=1.[C:39]([NH2:44])(=[O:43])[CH:40]([CH3:42])[CH3:41].[O-]P([O-])([O-])=O.[K+].[K+].[K+].CNCCNC. The catalyst is C1(C)C=CC=CC=1. The product is [F:24][C:22]([F:23])([F:25])[CH:21]([N:26]1[CH2:30][CH2:29][C@H:28]([NH:31][C:32](=[O:38])[O:33][C:34]([CH3:37])([CH3:36])[CH3:35])[CH2:27]1)[C:18]1[CH:19]=[CH:20][C:15]2[N:16]([C:12]([C:8]3[CH:7]=[CH:6][C:5]4[C:10](=[CH:11][C:2]([NH:44][C:39](=[O:43])[CH:40]([CH3:42])[CH3:41])=[CH:3][CH:4]=4)[N:9]=3)=[N:13][N:14]=2)[CH:17]=1. The yield is 0.970. (4) The reactants are [Cl-].O[NH3+:3].[C:4](=[O:7])([O-])[OH:5].[Na+].CS(C)=O.[CH3:13][C:14]1[N:47]=[C:17]2[N:18]([CH2:41][C:42]3([CH3:46])[CH2:45][O:44][CH2:43]3)[C:19](=[O:40])[C:20]([CH2:25][C:26]3[CH:31]=[CH:30][C:29]([C:32]4[C:33]([C:38]#[N:39])=[CH:34][CH:35]=[CH:36][CH:37]=4)=[CH:28][CH:27]=3)=[C:21]([CH2:22][CH2:23][CH3:24])[N:16]2[N:15]=1. The catalyst is C(OCC)(=O)C. The product is [CH3:13][C:14]1[N:47]=[C:17]2[N:18]([CH2:41][C:42]3([CH3:46])[CH2:45][O:44][CH2:43]3)[C:19](=[O:40])[C:20]([CH2:25][C:26]3[CH:27]=[CH:28][C:29]([C:32]4[CH:37]=[CH:36][CH:35]=[CH:34][C:33]=4[C:38]4[NH:3][C:4](=[O:7])[O:5][N:39]=4)=[CH:30][CH:31]=3)=[C:21]([CH2:22][CH2:23][CH3:24])[N:16]2[N:15]=1. The yield is 0.230. (5) The reactants are [Cl:1][C:2]1[CH:3]=[C:4]([S:9](Cl)(=[O:11])=[O:10])[CH:5]=[CH:6][C:7]=1[Cl:8].[NH:13]1[CH2:17][CH2:16][CH2:15][CH:14]1[CH2:18][NH:19][C:20](=[O:26])[O:21][C:22]([CH3:25])([CH3:24])[CH3:23].C(N(CC)CC)C.CO. The catalyst is C(Cl)Cl. The product is [Cl:1][C:2]1[CH:3]=[C:4]([S:9]([N:13]2[CH2:17][CH2:16][CH2:15][CH:14]2[CH2:18][NH:19][C:20](=[O:26])[O:21][C:22]([CH3:24])([CH3:23])[CH3:25])(=[O:11])=[O:10])[CH:5]=[CH:6][C:7]=1[Cl:8]. The yield is 0.980.